Task: Predict which catalyst facilitates the given reaction.. Dataset: Catalyst prediction with 721,799 reactions and 888 catalyst types from USPTO (1) The catalyst class is: 6. Reactant: [Cl:1][C:2]1[CH:11]=[CH:10][C:9]([O:12][CH2:13][C:14]([O:16]C(C)CCCCC)=[O:15])=[C:8]2[C:3]=1[CH:4]=[CH:5][CH:6]=[N:7]2.Cl. Product: [CH:5]1[CH:6]=[N:7][C:8]2[C:3](=[C:2]([Cl:1])[CH:11]=[CH:10][C:9]=2[O:12][CH2:13][C:14]([OH:16])=[O:15])[CH:4]=1. (2) Reactant: [CH3:1][C@@H:2]1[N:23]2[C:6]3[C:7]([C:19]([C:21]([C:24]([OH:26])=[O:25])=[CH:22]2)=[O:20])=[CH:8][C:9]([F:18])=[C:10]([N:11]2[CH2:16][CH2:15][N:14]([CH3:17])[CH2:13][CH2:12]2)[C:5]=3[O:4][CH2:3]1. Product: [CH3:1][C@@H:2]1[N:23]2[CH:22]=[C:21]([C:24]([OH:26])=[O:25])[C:19]([C:7]3=[CH:8][C:9]([F:18])=[C:10]([N:11]4[CH2:16][CH2:15][N:14]([CH3:17])[CH2:13][CH2:12]4)[C:5](=[C:6]23)[O:4][CH2:3]1)=[O:20].[CH3:1][C@@H:2]1[N:23]2[CH:22]=[C:21]([C:24]([OH:26])=[O:25])[C:19]([C:7]3=[CH:8][C:9]([F:18])=[C:10]([N:11]4[CH2:16][CH2:15][N:14]([CH3:17])[CH2:13][CH2:12]4)[C:5](=[C:6]23)[O:4][CH2:3]1)=[O:20].[OH2:4]. The catalyst class is: 6. (3) Reactant: [CH3:1][O:2][C:3]1[CH:18]=[CH:17][C:16]([N+:19]([O-])=O)=[CH:15][C:4]=1[O:5][CH2:6][CH2:7][N:8]1[CH2:13][CH2:12][CH:11]([CH3:14])[CH2:10][CH2:9]1. Product: [CH3:1][O:2][C:3]1[CH:18]=[CH:17][C:16]([NH2:19])=[CH:15][C:4]=1[O:5][CH2:6][CH2:7][N:8]1[CH2:13][CH2:12][CH:11]([CH3:14])[CH2:10][CH2:9]1. The catalyst class is: 256. (4) Reactant: FC(F)(F)C(O)=O.[CH:8]1([C@H:14]([NH:22][C:23]([C:25]2[CH:30]=[CH:29][C:28]([C:31]3[CH:36]=[CH:35][C:34]([O:37][CH3:38])=[CH:33][CH:32]=3)=[CH:27][C:26]=2[NH:39][C:40]([NH:42][C:43]2[C:48]([Cl:49])=[CH:47][C:46]([O:50][C:51]([F:54])([F:53])[F:52])=[CH:45][C:44]=2[Cl:55])=[O:41])=[O:24])[C:15]([O:17]C(C)(C)C)=[O:16])[CH2:13][CH2:12][CH2:11][CH2:10][CH2:9]1. Product: [CH:8]1([C@H:14]([NH:22][C:23]([C:25]2[CH:30]=[CH:29][C:28]([C:31]3[CH:32]=[CH:33][C:34]([O:37][CH3:38])=[CH:35][CH:36]=3)=[CH:27][C:26]=2[NH:39][C:40]([NH:42][C:43]2[C:44]([Cl:55])=[CH:45][C:46]([O:50][C:51]([F:54])([F:52])[F:53])=[CH:47][C:48]=2[Cl:49])=[O:41])=[O:24])[C:15]([OH:17])=[O:16])[CH2:13][CH2:12][CH2:11][CH2:10][CH2:9]1. The catalyst class is: 4. (5) Reactant: [CH2:1]([O:3][C:4](=[O:25])[CH:5]([NH2:24])[CH2:6][CH2:7][O:8][C:9]1[CH:14]=[CH:13][C:12]([O:15][C:16]([C:19]([O:21][CH2:22][CH3:23])=[O:20])([CH3:18])[CH3:17])=[CH:11][CH:10]=1)[CH3:2].[CH:26](=O)[C:27]1[CH:32]=[CH:31][CH:30]=[CH:29][CH:28]=1.C(O[BH-](OC(=O)C)OC(=O)C)(=O)C.[Na+]. Product: [CH2:1]([O:3][C:4](=[O:25])[CH:5]([NH:24][CH2:26][C:27]1[CH:32]=[CH:31][CH:30]=[CH:29][CH:28]=1)[CH2:6][CH2:7][O:8][C:9]1[CH:14]=[CH:13][C:12]([O:15][C:16]([C:19]([O:21][CH2:22][CH3:23])=[O:20])([CH3:18])[CH3:17])=[CH:11][CH:10]=1)[CH3:2]. The catalyst class is: 2. (6) Reactant: [CH3:1][O:2][C:3]1[CH:8]=[CH:7][C:6]([CH2:9]O)=[C:5]([CH3:11])[CH:4]=1.P(Br)(Br)[Br:13]. Product: [Br:13][CH2:9][C:6]1[CH:7]=[CH:8][C:3]([O:2][CH3:1])=[CH:4][C:5]=1[CH3:11]. The catalyst class is: 4. (7) Reactant: [O:1]1[CH2:6][CH2:5][CH2:4][O:3][CH:2]1[C:7]1[CH:8]=[C:9]2[C:13](=[CH:14][CH:15]=1)[N:12](COCC[Si](C)(C)C)[N:11]=[C:10]2[N:24]([CH2:26][CH2:27][CH2:28][O:29][CH3:30])[CH3:25].[F-].C([N+](CCCC)(CCCC)CCCC)CCC.C(N)CN. Product: [O:3]1[CH2:4][CH2:5][CH2:6][O:1][CH:2]1[C:7]1[CH:8]=[C:9]2[C:13](=[CH:14][CH:15]=1)[NH:12][N:11]=[C:10]2[N:24]([CH2:26][CH2:27][CH2:28][O:29][CH3:30])[CH3:25]. The catalyst class is: 1.